Dataset: Reaction yield outcomes from USPTO patents with 853,638 reactions. Task: Predict the reaction yield, written as a fraction of the theoretical maximum amount of product (1.0 means a 100% yield; for example, 0.34 means a 34% yield). (1) The product is [NH2:18][C@@H:19]([CH:64]([CH3:66])[CH3:65])[C:20]([NH:22][C@@H:23]([CH2:57][CH2:58][CH2:59][NH:60][C:61]([NH2:63])=[O:62])[C:24]([NH:26][C:27]1[CH:28]=[CH:29][C:30]([CH2:31][O:32][C:33]2[C:34]3[CH:54]=[CH:53][CH:52]=[CH:51][C:35]=3[C:36]3[C@H:37]([CH2:49][Cl:50])[CH2:38][N:39]([C:42]([O:44][C:45]([CH3:48])([CH3:47])[CH3:46])=[O:43])[C:40]=3[CH:41]=2)=[CH:55][CH:56]=1)=[O:25])=[O:21]. The yield is 0.920. The catalyst is CN(C=O)C. The reactants are C1C2C(COC([NH:18][C@@H:19]([CH:64]([CH3:66])[CH3:65])[C:20]([NH:22][C@@H:23]([CH2:57][CH2:58][CH2:59][NH:60][C:61]([NH2:63])=[O:62])[C:24]([NH:26][C:27]3[CH:56]=[CH:55][C:30]([CH2:31][O:32][C:33]4[C:34]5[CH:54]=[CH:53][CH:52]=[CH:51][C:35]=5[C:36]5[C@H:37]([CH2:49][Cl:50])[CH2:38][N:39]([C:42]([O:44][C:45]([CH3:48])([CH3:47])[CH3:46])=[O:43])[C:40]=5[CH:41]=4)=[CH:29][CH:28]=3)=[O:25])=[O:21])=O)C3C(=CC=CC=3)C=2C=CC=1.N1CCCCC1. (2) The reactants are C([O:3][C:4]([C:6]1[CH:7]([C:19]([F:22])([F:21])[F:20])[O:8][C:9]2[CH:17]=[CH:16][C:15]([Cl:18])=[CH:14][C:10]=2[C:11]=1[CH:12]=[CH2:13])=[O:5])C.[H][H]. The catalyst is CO.[Pd]. The product is [Cl:18][C:15]1[CH:16]=[CH:17][C:9]2[O:8][CH:7]([C:19]([F:21])([F:20])[F:22])[C:6]([C:4]([OH:5])=[O:3])=[C:11]([CH2:12][CH3:13])[C:10]=2[CH:14]=1. The yield is 0.650. (3) The reactants are [NH2:1][C:2]1([C:7]([OH:9])=[O:8])[CH2:6][CH2:5][O:4][CH2:3]1.O=S(Cl)Cl. The catalyst is C(O)CCC. The product is [CH2:3]([O:8][C:7]([C:2]1([NH2:1])[CH2:6][CH2:5][O:4][CH2:3]1)=[O:9])[CH2:2][CH2:6][CH3:5]. The yield is 0.994. (4) The reactants are [CH:1]([C:4]1[N:8]=[C:7]([C:9]2[CH:14]=[CH:13][CH:12]=[CH:11][C:10]=2[CH2:15][OH:16])[O:6][N:5]=1)([CH3:3])[CH3:2]. The catalyst is C(Cl)Cl.O=[Mn]=O. The yield is 0.370. The product is [CH:1]([C:4]1[N:8]=[C:7]([C:9]2[CH:14]=[CH:13][CH:12]=[CH:11][C:10]=2[CH:15]=[O:16])[O:6][N:5]=1)([CH3:3])[CH3:2]. (5) The reactants are Br[C:2]1[N:6]=[C:5]([CH:7]2[CH2:12][CH2:11][CH2:10][N:9]([C:13]([C:15]3[CH:20]=[CH:19][C:18]([F:21])=[CH:17][CH:16]=3)=[O:14])[CH2:8]2)[O:4][N:3]=1.[F:22][C:23]1[CH:24]=[C:25]([OH:29])[CH:26]=[CH:27][CH:28]=1.C([O-])([O-])=O.[Cs+].[Cs+]. The catalyst is O1CCOCC1. The product is [F:22][C:23]1[CH:24]=[C:25]([CH:26]=[CH:27][CH:28]=1)[O:29][C:2]1[N:6]=[C:5]([CH:7]2[CH2:12][CH2:11][CH2:10][N:9]([C:13]([C:15]3[CH:20]=[CH:19][C:18]([F:21])=[CH:17][CH:16]=3)=[O:14])[CH2:8]2)[O:4][N:3]=1. The yield is 0.190. (6) The product is [CH3:1][C:3]1([N:16]2[CH2:21][CH2:20][N:19]([CH:22]3[C:30]4[C:25](=[CH:26][CH:27]=[C:28]([C:31]([F:34])([F:33])[F:32])[CH:29]=4)[CH2:24][CH2:23]3)[C@@H:18]([CH3:35])[CH2:17]2)[CH2:8][CH2:7][N:6]([C:9]([O:11][C:12]([CH3:13])([CH3:14])[CH3:15])=[O:10])[CH2:5][CH2:4]1. The reactants are [C:1]([C:3]1([N:16]2[CH2:21][CH2:20][N:19]([CH:22]3[C:30]4[C:25](=[CH:26][CH:27]=[C:28]([C:31]([F:34])([F:33])[F:32])[CH:29]=4)[CH2:24][CH2:23]3)[C@@H:18]([CH3:35])[CH2:17]2)[CH2:8][CH2:7][N:6]([C:9]([O:11][C:12]([CH3:15])([CH3:14])[CH3:13])=[O:10])[CH2:5][CH2:4]1)#N.C[Mg]Br. The catalyst is C1COCC1.CCOCC. The yield is 0.500. (7) The reactants are [S:1]1[CH:5]=[CH:4][CH:3]=[CH:2]1.[Li].[CH:7]([C@@H:9]1[N:13]([CH3:14])[C:12](=[O:15])[CH2:11][C@@H:10]1[C:16]1[CH:21]=[CH:20][CH:19]=[CH:18][CH:17]=1)=[O:8].[NH4+].[Cl-]. The catalyst is C1COCC1. The product is [OH:8][C@H:7]([C:2]1[S:1][CH:5]=[CH:4][CH:3]=1)[C@@H:9]1[N:13]([CH3:14])[C:12](=[O:15])[CH2:11][C@@H:10]1[C:16]1[CH:21]=[CH:20][CH:19]=[CH:18][CH:17]=1. The yield is 0.270. (8) The reactants are Br[C:2]1[CH:3]=[C:4]([C:24](=[O:36])[NH:25][CH2:26][C:27]2[C:28](=[O:35])[NH:29][C:30]([CH3:34])=[CH:31][C:32]=2[CH3:33])[C:5]([CH3:23])=[C:6]([N:8]([CH3:22])[CH:9]2[CH2:14][CH2:13][N:12]([C:15]([O:17][C:18]([CH3:21])([CH3:20])[CH3:19])=[O:16])[CH2:11][CH2:10]2)[CH:7]=1.B(O)O.[C:40]([O-:43])([O-])=O.[Na+].[Na+].CO. The catalyst is O1CCOCC1.C(Cl)Cl.C1C=CC([P]([Pd]([P](C2C=CC=CC=2)(C2C=CC=CC=2)C2C=CC=CC=2)([P](C2C=CC=CC=2)(C2C=CC=CC=2)C2C=CC=CC=2)[P](C2C=CC=CC=2)(C2C=CC=CC=2)C2C=CC=CC=2)(C2C=CC=CC=2)C2C=CC=CC=2)=CC=1. The product is [CH3:33][C:32]1[CH:31]=[C:30]([CH3:34])[NH:29][C:28](=[O:35])[C:27]=1[CH2:26][NH:25][C:24]([C:4]1[C:5]([CH3:23])=[C:6]([N:8]([CH3:22])[CH:9]2[CH2:10][CH2:11][N:12]([C:15]([O:17][C:18]([CH3:19])([CH3:21])[CH3:20])=[O:16])[CH2:13][CH2:14]2)[CH:7]=[C:2]([C:10]2[CH:11]=[N:12][C:13]([CH:40]=[O:43])=[CH:14][CH:9]=2)[CH:3]=1)=[O:36]. The yield is 0.879.